The task is: Predict the reactants needed to synthesize the given product.. This data is from Full USPTO retrosynthesis dataset with 1.9M reactions from patents (1976-2016). (1) Given the product [Cl:13][C:14]1[CH:19]=[CH:18][C:17]([S:20]([C:4]2[CH:5]=[CH:6][C:1]([C:7]3[CH:8]=[CH:9][CH:10]=[CH:11][CH:12]=3)=[CH:2][CH:3]=2)(=[O:22])=[O:21])=[CH:16][CH:15]=1, predict the reactants needed to synthesize it. The reactants are: [C:1]1([C:7]2[CH:12]=[CH:11][CH:10]=[CH:9][CH:8]=2)[CH:6]=[CH:5][CH:4]=[CH:3][CH:2]=1.[Cl:13][C:14]1[CH:19]=[CH:18][C:17]([S:20](Cl)(=[O:22])=[O:21])=[CH:16][CH:15]=1.CO. (2) Given the product [Br:1][C:2]1[CH:7]=[CH:6][CH:5]=[CH:4][C:3]=1[NH:8][C:9]1[C:18]2[C:13](=[CH:14][CH:15]=[C:16]([C:19]3[CH:20]=[CH:21][CH:22]=[CH:23][CH:24]=3)[CH:17]=2)[N:12]=[CH:11][C:10]=1[NH2:25], predict the reactants needed to synthesize it. The reactants are: [Br:1][C:2]1[CH:7]=[CH:6][CH:5]=[CH:4][C:3]=1[NH:8][C:9]1[C:18]2[C:13](=[CH:14][CH:15]=[C:16]([C:19]3[CH:24]=[CH:23][CH:22]=[CH:21][CH:20]=3)[CH:17]=2)[N:12]=[CH:11][C:10]=1[N+:25]([O-])=O. (3) Given the product [CH:1]1([C@@H:6]([CH3:19])[C:7]([N:9]2[C@H:13]([CH:14]([CH3:15])[CH3:16])[CH2:12][O:11][C:10]2=[O:17])=[O:8])[CH2:5][CH2:4][CH2:3][CH2:2]1, predict the reactants needed to synthesize it. The reactants are: [CH:1]1([CH2:6][C:7]([N:9]2[C@H:13]([CH:14]([CH3:16])[CH3:15])[CH2:12][O:11][C:10]2=[O:17])=[O:8])[CH2:5][CH2:4][CH2:3][CH2:2]1.[Li+].[CH3:19]C([N-]C(C)C)C. (4) Given the product [CH2:1]([O:3][C:4](=[O:27])[C:5]([C:13]1[CH:18]=[CH:17][CH:16]=[C:15]([O:19][CH2:20][C:21]2[CH:26]=[CH:25][CH:24]=[CH:23][CH:22]=2)[CH:14]=1)=[CH2:6])[CH3:2], predict the reactants needed to synthesize it. The reactants are: [CH2:1]([O:3][C:4](=[O:27])[CH:5]([C:13]1[CH:18]=[CH:17][CH:16]=[C:15]([O:19][CH2:20][C:21]2[CH:26]=[CH:25][CH:24]=[CH:23][CH:22]=2)[CH:14]=1)[C:6](=O)C(OCC)=O)[CH3:2].C=O.C(=O)([O-])[O-].[K+].[K+]. (5) Given the product [Cl:1][C:2]1[CH:3]=[CH:4][C:5]([C:35]#[N:36])=[C:6]([C:8]2[C:13]([O:14][CH3:15])=[CH:12][N:11]([CH:16]([CH:31]([CH3:33])[CH3:32])[C:17]([NH:19][C:20]3[CH:29]=[CH:28][C:23]([C:24]([OH:26])=[O:25])=[C:22]([CH3:30])[CH:21]=3)=[O:18])[C:10](=[O:34])[CH:9]=2)[CH:7]=1, predict the reactants needed to synthesize it. The reactants are: [Cl:1][C:2]1[CH:3]=[CH:4][C:5]([C:35]#[N:36])=[C:6]([C:8]2[C:13]([O:14][CH3:15])=[CH:12][N:11]([CH:16]([CH:31]([CH3:33])[CH3:32])[C:17]([NH:19][C:20]3[CH:29]=[CH:28][C:23]([C:24]([O:26]C)=[O:25])=[C:22]([CH3:30])[CH:21]=3)=[O:18])[C:10](=[O:34])[CH:9]=2)[CH:7]=1.[OH-].[Na+]. (6) Given the product [CH:1]1([NH:7][C:9](=[S:10])[NH:8][C:11]2[CH:12]=[CH:13][C:14]([O:17][C:18](=[O:27])[N:19]([CH3:26])[C:20]3[CH:25]=[CH:24][CH:23]=[CH:22][CH:21]=3)=[N:15][CH:16]=2)[CH2:6][CH2:5][CH2:4][CH2:3][CH2:2]1, predict the reactants needed to synthesize it. The reactants are: [CH:1]1([NH2:7])[CH2:6][CH2:5][CH2:4][CH2:3][CH2:2]1.[N:8]([C:11]1[CH:12]=[CH:13][C:14]([O:17][C:18](=[O:27])[N:19]([CH3:26])[C:20]2[CH:25]=[CH:24][CH:23]=[CH:22][CH:21]=2)=[N:15][CH:16]=1)=[C:9]=[S:10]. (7) Given the product [Br:1][C:2]1[CH:7]=[N:6][C:5]([N:8]([CH3:32])[CH2:9][CH2:10][CH2:11][O:12][C:13]2[CH:14]=[C:15]3[C:19](=[CH:20][CH:21]=2)[C@H:18]([CH2:22][C:23]([O:25][CH2:26][CH3:27])=[O:24])[CH2:17][CH2:16]3)=[N:4][CH:3]=1, predict the reactants needed to synthesize it. The reactants are: [Br:1][C:2]1[CH:3]=[N:4][C:5]([NH:8][CH2:9][CH2:10][CH2:11][O:12][C:13]2[CH:14]=[C:15]3[C:19](=[CH:20][CH:21]=2)[C@H:18]([CH2:22][C:23]([O:25][CH2:26][CH3:27])=[O:24])[CH2:17][CH2:16]3)=[N:6][CH:7]=1.[H-].[Na+].[NH4+].[Cl-].[CH3:32]N(C=O)C.